From a dataset of Catalyst prediction with 721,799 reactions and 888 catalyst types from USPTO. Predict which catalyst facilitates the given reaction. (1) Reactant: C[O:2][C:3]1[CH:12]=[C:11]([O:13][CH3:14])[CH:10]=[C:9](/[CH:15]=[CH:16]/[C:17]2[CH:22]=[CH:21][CH:20]=[CH:19][CH:18]=2)[C:4]=1[C:5]([O:7][CH3:8])=[O:6].B(Br)(Br)Br. Product: [OH:2][C:3]1[CH:12]=[C:11]([O:13][CH3:14])[CH:10]=[C:9](/[CH:15]=[CH:16]/[C:17]2[CH:18]=[CH:19][CH:20]=[CH:21][CH:22]=2)[C:4]=1[C:5]([O:7][CH3:8])=[O:6]. The catalyst class is: 4. (2) Reactant: C[O:2][C:3](=O)[C:4]1[CH:9]=[C:8]([O:10][CH3:11])[C:7]([O:12][CH3:13])=[CH:6][C:5]=1[C:14]([C:19]([O:21][CH3:22])=[O:20])=[CH:15]N(C)C.[CH3:24][CH2:25][CH:26]([NH2:29])[CH2:27][CH3:28].CC(O)=O. Product: [CH3:22][O:21][C:19]([C:14]1[C:5]2[C:4](=[CH:9][C:8]([O:10][CH3:11])=[C:7]([O:12][CH3:13])[CH:6]=2)[C:3](=[O:2])[N:29]([CH:26]([CH2:27][CH3:28])[CH2:25][CH3:24])[CH:15]=1)=[O:20]. The catalyst class is: 5. (3) Reactant: [CH3:1][O:2][CH:3]([C:17]1[CH:22]=[CH:21][CH:20]=[CH:19][CH:18]=1)[C:4]1[CH:16]=[CH:15][C:7]([C:8]([O:10]C(C)(C)C)=[O:9])=[CH:6][CH:5]=1.FC(F)(F)C(O)=O. Product: [CH3:1][O:2][CH:3]([C:17]1[CH:22]=[CH:21][CH:20]=[CH:19][CH:18]=1)[C:4]1[CH:16]=[CH:15][C:7]([C:8]([OH:10])=[O:9])=[CH:6][CH:5]=1. The catalyst class is: 4. (4) Reactant: [F:1][C:2]([F:44])([F:43])[C:3]1[CH:4]=[C:5]([C@H:13]2[O:18][C:17](=[O:19])[N:16]([CH2:20][C:21]3[C:26]([C:27]4[CH:32]=[C:31]([CH:33]([CH3:35])[CH3:34])[C:30]([F:36])=[CH:29][C:28]=4[O:37][CH3:38])=[CH:25][CH:24]=[C:23]([C:39]([CH3:41])=[CH2:40])[N:22]=3)[C@@H:15]([CH3:42])[CH2:14]2)[CH:6]=[C:7]([C:9]([F:12])([F:11])[F:10])[CH:8]=1.[H][H]. Product: [F:12][C:9]([F:10])([F:11])[C:7]1[CH:6]=[C:5]([C@H:13]2[O:18][C:17](=[O:19])[N:16]([CH2:20][C:21]3[C:26]([C:27]4[CH:32]=[C:31]([CH:33]([CH3:35])[CH3:34])[C:30]([F:36])=[CH:29][C:28]=4[O:37][CH3:38])=[CH:25][CH:24]=[C:23]([CH:39]([CH3:41])[CH3:40])[N:22]=3)[C@@H:15]([CH3:42])[CH2:14]2)[CH:4]=[C:3]([C:2]([F:1])([F:43])[F:44])[CH:8]=1. The catalyst class is: 50. (5) Reactant: [CH2:1]([NH3+:7])[C@H:2]([OH:6])[C:3]([O-:5])=[O:4].CN1CCOCC1.[CH3:15][C:16]([O:19][C:20](O[C:20]([O:19][C:16]([CH3:18])([CH3:17])[CH3:15])=[O:21])=[O:21])([CH3:18])[CH3:17].NCC(O)=O.C([O-])(O)=O.[Na+]. Product: [C:20]([NH:7][CH2:1][C@H:2]([OH:6])[C:3]([OH:5])=[O:4])([O:19][C:16]([CH3:18])([CH3:17])[CH3:15])=[O:21]. The catalyst class is: 38. (6) Reactant: Br[CH:2]([CH3:16])[C:3]([C:5]1[CH:15]=[CH:14][C:8]([O:9][CH2:10][C:11]([OH:13])=[O:12])=[CH:7][CH:6]=1)=[O:4].[CH3:17][NH2:18].O. Product: [CH3:17][NH:18][CH:2]([CH3:16])[C:3]([C:5]1[CH:15]=[CH:14][C:8]([O:9][CH2:10][C:11]([OH:13])=[O:12])=[CH:7][CH:6]=1)=[O:4]. The catalyst class is: 22. (7) Reactant: [Na+].[I-].C[Si](Cl)(C)C.[CH3:8][O:9][C:10](=[O:27])[CH2:11][C:12]1(O)[C:19]2[N:15]([C:16]3[CH:23]=[CH:22][N:21]=[C:20]([S:24][CH3:25])[C:17]=3[CH:18]=2)[CH2:14][CH2:13]1. Product: [CH3:8][O:9][C:10](=[O:27])[CH2:11][CH:12]1[C:19]2[N:15]([C:16]3[CH:23]=[CH:22][N:21]=[C:20]([S:24][CH3:25])[C:17]=3[CH:18]=2)[CH2:14][CH2:13]1. The catalyst class is: 23. (8) Reactant: FC(F)(F)C(O)=O.[NH2:8][CH2:9][C:10]1[CH:34]=[C:33]([F:35])[CH:32]=[CH:31][C:11]=1[CH2:12][O:13][C:14]1[CH:19]=[C:18]([CH3:20])[N:17]([C:21]2[C:26]([F:27])=[CH:25][CH:24]=[CH:23][C:22]=2[F:28])[C:16](=[O:29])[C:15]=1[Cl:30].CN1CCOCC1.[C:43]1([N:49]=[C:50]=[O:51])[CH:48]=[CH:47][CH:46]=[CH:45][CH:44]=1. Product: [Cl:30][C:15]1[C:16](=[O:29])[N:17]([C:21]2[C:22]([F:28])=[CH:23][CH:24]=[CH:25][C:26]=2[F:27])[C:18]([CH3:20])=[CH:19][C:14]=1[O:13][CH2:12][C:11]1[CH:31]=[CH:32][C:33]([F:35])=[CH:34][C:10]=1[CH2:9][NH:8][C:50]([NH:49][C:43]1[CH:48]=[CH:47][CH:46]=[CH:45][CH:44]=1)=[O:51]. The catalyst class is: 44. (9) Reactant: [F:1][C:2]1[CH:10]=[C:9]([C:11]([O:13][CH3:14])=[O:12])[CH:8]=[C:7]([F:15])[C:3]=1[C:4](O)=[O:5].C(Cl)(=O)C([Cl:19])=O.CN(C)C=O. Product: [Cl:19][C:4]([C:3]1[C:2]([F:1])=[CH:10][C:9]([C:11]([O:13][CH3:14])=[O:12])=[CH:8][C:7]=1[F:15])=[O:5]. The catalyst class is: 4.